From a dataset of Reaction yield outcomes from USPTO patents with 853,638 reactions. Predict the reaction yield, written as a fraction of the theoretical maximum amount of product (1.0 means a 100% yield; for example, 0.34 means a 34% yield). The reactants are [C:1]1([C:7]23[CH2:15][CH2:14][C:11]([CH2:16][C:17]([O:19][CH3:20])=[O:18])([CH2:12][CH2:13]2)[CH2:10][CH2:9][CH2:8]3)[CH:6]=[CH:5][CH:4]=[CH:3][CH:2]=1.[Cl-].[Al+3].[Cl-].[Cl-].[Br:25][C:26]([CH3:31])([CH3:30])[C:27](Br)=[O:28]. The catalyst is C(Cl)Cl. The product is [Br:25][C:26]([CH3:31])([CH3:30])[C:27]([C:4]1[CH:3]=[CH:2][C:1]([C:7]23[CH2:15][CH2:14][C:11]([CH2:16][C:17]([O:19][CH3:20])=[O:18])([CH2:12][CH2:13]2)[CH2:10][CH2:9][CH2:8]3)=[CH:6][CH:5]=1)=[O:28]. The yield is 0.260.